Task: Predict the reactants needed to synthesize the given product.. Dataset: Full USPTO retrosynthesis dataset with 1.9M reactions from patents (1976-2016) (1) Given the product [NH2:1][C:2]1[N:10]=[CH:9][N:8]=[C:7]2[C:3]=1[N:4]([C:27]1[CH:32]=[CH:31][C:30]([O:33][C:34]3[CH:35]=[CH:36][CH:37]=[CH:38][CH:39]=3)=[CH:29][CH:28]=1)[C:5](=[O:26])[N:6]2[C:11]1[CH:16]=[CH:15][CH:14]=[C:13]([NH:17][CH3:18])[CH:12]=1, predict the reactants needed to synthesize it. The reactants are: [NH2:1][C:2]1[N:10]=[CH:9][N:8]=[C:7]2[C:3]=1[N:4]([C:27]1[CH:32]=[CH:31][C:30]([O:33][C:34]3[CH:39]=[CH:38][CH:37]=[CH:36][CH:35]=3)=[CH:29][CH:28]=1)[C:5](=[O:26])[N:6]2[C:11]1[CH:12]=[C:13]([N:17](C)[C:18](=O)OC(C)(C)C)[CH:14]=[CH:15][CH:16]=1.C(O)(C(F)(F)F)=O. (2) Given the product [Si:33]([O:1][C:2]1[CH:27]=[CH:26][C:5]2[C:6](=[O:25])[N:7]([CH2:9][C:10]([N:12]3[CH2:17][CH2:16][N:15]([C:18]([O:20][C:21]([CH3:23])([CH3:22])[CH3:24])=[O:19])[CH2:14][CH2:13]3)=[O:11])[S:8][C:4]=2[CH:3]=1)([C:36]([CH3:39])([CH3:38])[CH3:37])([CH3:35])[CH3:34], predict the reactants needed to synthesize it. The reactants are: [OH:1][C:2]1[CH:27]=[CH:26][C:5]2[C:6](=[O:25])[N:7]([CH2:9][C:10]([N:12]3[CH2:17][CH2:16][N:15]([C:18]([O:20][C:21]([CH3:24])([CH3:23])[CH3:22])=[O:19])[CH2:14][CH2:13]3)=[O:11])[S:8][C:4]=2[CH:3]=1.N1C=CN=C1.[Si:33](Cl)([C:36]([CH3:39])([CH3:38])[CH3:37])([CH3:35])[CH3:34]. (3) Given the product [C:11]1([CH3:21])[CH:12]=[CH:13][C:14]([S:17]([OH:20])(=[O:18])=[O:19])=[CH:15][CH:16]=1.[CH2:21]([O:9][C:8](=[O:10])[C@H:2]([CH2:3][CH2:4][C:5]([O:7][CH2:22][C:23]1[CH:28]=[CH:27][CH:26]=[CH:25][CH:24]=1)=[O:6])[NH2:1])[C:11]1[CH:16]=[CH:15][CH:14]=[CH:13][CH:12]=1, predict the reactants needed to synthesize it. The reactants are: [NH2:1][C@H:2]([C:8]([OH:10])=[O:9])[CH2:3][CH2:4][C:5]([OH:7])=[O:6].[C:11]1([CH3:21])[CH:16]=[CH:15][C:14]([S:17]([OH:20])(=[O:19])=[O:18])=[CH:13][CH:12]=1.[CH2:22](O)[C:23]1[CH:28]=[CH:27][CH:26]=[CH:25][CH:24]=1. (4) Given the product [C:18]([C:20]1[CH:25]=[CH:24][C:23]([N:2]2[CH:3]=[C:4]3[C:5]([CH2:6][CH2:7][N:8]([C:11]([O:13][C:14]([CH3:17])([CH3:16])[CH3:15])=[O:12])[CH2:9][CH2:10]3)=[N:1]2)=[CH:22][CH:21]=1)#[N:19], predict the reactants needed to synthesize it. The reactants are: [N:1]1[NH:2][CH:3]=[C:4]2[CH2:10][CH2:9][N:8]([C:11]([O:13][C:14]([CH3:17])([CH3:16])[CH3:15])=[O:12])[CH2:7][CH2:6][C:5]=12.[C:18]([C:20]1[CH:25]=[CH:24][C:23](B(O)O)=[CH:22][CH:21]=1)#[N:19].N1C=CC=CC=1.